From a dataset of Full USPTO retrosynthesis dataset with 1.9M reactions from patents (1976-2016). Predict the reactants needed to synthesize the given product. (1) Given the product [NH2:31][C:27]1[CH:26]=[C:25]([S:22]([N:19]2[CH2:18][CH2:17][N:16]([CH2:15][C:12]3[CH:11]=[CH:10][C:9]([C:3]([OH:8])([C:2]([F:35])([F:34])[F:1])[C:4]([F:5])([F:6])[F:7])=[CH:14][CH:13]=3)[CH2:21][CH2:20]2)(=[O:23])=[O:24])[CH:30]=[CH:29][CH:28]=1, predict the reactants needed to synthesize it. The reactants are: [F:1][C:2]([F:35])([F:34])[C:3]([C:9]1[CH:14]=[CH:13][C:12]([CH2:15][N:16]2[CH2:21][CH2:20][N:19]([S:22]([C:25]3[CH:30]=[CH:29][CH:28]=[C:27]([N+:31]([O-])=O)[CH:26]=3)(=[O:24])=[O:23])[CH2:18][CH2:17]2)=[CH:11][CH:10]=1)([OH:8])[C:4]([F:7])([F:6])[F:5]. (2) Given the product [NH2:11][C:6]1[CH:7]=[CH:8][CH:9]=[C:10]2[C:5]=1[NH:4][C:3]([C:14](=[O:17])[CH2:15][CH3:16])=[C:2]2[CH3:1], predict the reactants needed to synthesize it. The reactants are: [CH3:1][C:2]1[C:10]2[C:5](=[C:6]([N+:11]([O-])=O)[CH:7]=[CH:8][CH:9]=2)[NH:4][C:3]=1[C:14](=[O:17])[CH2:15][CH3:16].C(O)C. (3) The reactants are: Br[C:2]1[C:12]2[O:11][CH2:10][CH2:9][N:8]([C:13]([O:15][C:16]([CH3:19])([CH3:18])[CH3:17])=[O:14])[CH2:7][C:6]=2[CH:5]=[CH:4][CH:3]=1.[NH:20]1[CH2:25][CH2:24][O:23][CH2:22][CH2:21]1.CC(C)([O-])C.[Na+].O1CCOCC1. Given the product [N:20]1([C:2]2[C:12]3[O:11][CH2:10][CH2:9][N:8]([C:13]([O:15][C:16]([CH3:19])([CH3:18])[CH3:17])=[O:14])[CH2:7][C:6]=3[CH:5]=[CH:4][CH:3]=2)[CH2:25][CH2:24][O:23][CH2:22][CH2:21]1, predict the reactants needed to synthesize it. (4) Given the product [CH3:34][C:35]1[O:39][N:38]=[C:37]([C:40]([NH:43][C@H:44]2[C:52]3[C:47](=[CH:48][CH:49]=[C:50]([C:53]([O:55][CH3:56])=[O:54])[CH:51]=3)[CH2:46][CH2:45]2)=[O:42])[CH:36]=1, predict the reactants needed to synthesize it. The reactants are: CN(C(ON1N=NC2C=CC=NC1=2)=[N+](C)C)C.F[P-](F)(F)(F)(F)F.CCN(C(C)C)C(C)C.[CH3:34][C:35]1[O:39][N:38]=[C:37]([C:40]([OH:42])=O)[CH:36]=1.[NH2:43][C@H:44]1[C:52]2[C:47](=[CH:48][CH:49]=[C:50]([C:53]([O:55][CH3:56])=[O:54])[CH:51]=2)[CH2:46][CH2:45]1. (5) Given the product [Si:1]([O:8][C:9]1[CH:10]=[C:11]([CH:14]=[CH:15][CH:16]=1)[CH2:12][NH:18][C:19]([CH3:26])([CH2:24][OH:25])[C:20]([O:22][CH3:23])=[O:21])([C:4]([CH3:7])([CH3:6])[CH3:5])([CH3:3])[CH3:2], predict the reactants needed to synthesize it. The reactants are: [Si:1]([O:8][C:9]1[CH:10]=[C:11]([CH:14]=[CH:15][CH:16]=1)[CH:12]=O)([C:4]([CH3:7])([CH3:6])[CH3:5])([CH3:3])[CH3:2].Cl.[NH2:18][C:19]([CH3:26])([CH2:24][OH:25])[C:20]([O:22][CH3:23])=[O:21]. (6) Given the product [Br:1][C:2]1[CH:7]=[CH:6][C:5]([C:8]2([C:11]([OH:16])=[O:15])[CH2:10][CH2:9]2)=[C:4]([F:13])[CH:3]=1, predict the reactants needed to synthesize it. The reactants are: [Br:1][C:2]1[CH:7]=[CH:6][C:5]([C:8]2([C:11]#N)[CH2:10][CH2:9]2)=[C:4]([F:13])[CH:3]=1.[Li+].[OH-:15].[OH2:16].